Dataset: Forward reaction prediction with 1.9M reactions from USPTO patents (1976-2016). Task: Predict the product of the given reaction. (1) Given the reactants [C:1]1([C:7]2[N:8]=[C:9]([C@H:12]3[CH2:24][C:23]4[C:22]5[C:17](=[CH:18][CH:19]=[CH:20][CH:21]=5)[NH:16][C:15]=4[CH:14]([C@@H:25]4[CH2:29][CH2:28][CH2:27][N:26]4C(OC(C)(C)C)=O)[NH:13]3)[NH:10][CH:11]=2)[CH:6]=[CH:5][CH:4]=[CH:3][CH:2]=1.C(O)(C(F)(F)F)=O, predict the reaction product. The product is: [C:1]1([C:7]2[N:8]=[C:9]([C@H:12]3[CH2:24][C:23]4[C:22]5[C:17](=[CH:18][CH:19]=[CH:20][CH:21]=5)[NH:16][C:15]=4[CH:14]([C@@H:25]4[CH2:29][CH2:28][CH2:27][NH:26]4)[NH:13]3)[NH:10][CH:11]=2)[CH:2]=[CH:3][CH:4]=[CH:5][CH:6]=1. (2) The product is: [Cl:7][C:8]1[CH:9]=[C:10]([C:14]2[N:15]=[N:16][N:17]([CH:19]([CH3:23])[CH2:20][C:21]([OH:27])=[O:22])[N:18]=2)[CH:11]=[CH:12][CH:13]=1. Given the reactants O.OS(O)(=O)=O.[Cl:7][C:8]1[CH:9]=[C:10]([C:14]2[N:15]=[N:16][N:17]([CH:19]([CH3:23])[CH2:20][CH2:21][OH:22])[N:18]=2)[CH:11]=[CH:12][CH:13]=1.CC([OH:27])C, predict the reaction product. (3) Given the reactants [N+:1]([C:4]1[CH:12]=[CH:11][CH:10]=[CH:9][C:5]=1[C:6](Cl)=[O:7])([O-:3])=[O:2].[Cl:13][C:14]1[C:19]([NH2:20])=[CH:18][CH:17]=[CH:16][N:15]=1, predict the reaction product. The product is: [N+:1]([C:4]1[CH:12]=[CH:11][CH:10]=[CH:9][C:5]=1[C:6]([NH:20][C:19]1[C:14]([Cl:13])=[N:15][CH:16]=[CH:17][CH:18]=1)=[O:7])([O-:3])=[O:2]. (4) Given the reactants [N:1]1([C:14]([O:16][C:17]([CH3:20])([CH3:19])[CH3:18])=[O:15])[CH2:10][C:9]2[C:4](=[CH:5][CH:6]=[CH:7][CH:8]=2)[CH2:3][C@@H:2]1[C:11]([OH:13])=[O:12].C(N(CC)CC)C.C(Cl)CCl.O[N:33]1[C:37](=[O:38])[CH2:36][CH2:35][C:34]1=[O:39], predict the reaction product. The product is: [O:39]=[C:34]1[CH2:35][CH2:36][C:37](=[O:38])[N:33]1[O:12][C:11]([C@H:2]1[CH2:3][C:4]2[C:9](=[CH:8][CH:7]=[CH:6][CH:5]=2)[CH2:10][N:1]1[C:14]([O:16][C:17]([CH3:20])([CH3:19])[CH3:18])=[O:15])=[O:13]. (5) Given the reactants [H-].[Al+3].[Li+].[H-].[H-].[H-].[CH2:7]([N:14]1[CH2:19][CH2:18][N:17]([CH3:20])[C:16](=O)[CH:15]1[C:22]1[CH:27]=[CH:26][CH:25]=[CH:24][CH:23]=1)[C:8]1[CH:13]=[CH:12][CH:11]=[CH:10][CH:9]=1, predict the reaction product. The product is: [CH2:7]([N:14]1[CH2:19][CH2:18][N:17]([CH3:20])[CH2:16][CH:15]1[C:22]1[CH:27]=[CH:26][CH:25]=[CH:24][CH:23]=1)[C:8]1[CH:9]=[CH:10][CH:11]=[CH:12][CH:13]=1. (6) Given the reactants [NH2:1][C:2]1[C:7]([C:8]([F:11])([F:10])[F:9])=[CH:6][CH:5]=[CH:4][N:3]=1.[Br:12]Br, predict the reaction product. The product is: [Br:12][C:5]1[CH:6]=[C:7]([C:8]([F:9])([F:11])[F:10])[C:2]([NH2:1])=[N:3][CH:4]=1.